Task: Predict the product of the given reaction.. Dataset: Forward reaction prediction with 1.9M reactions from USPTO patents (1976-2016) (1) Given the reactants C(N(CC)CC)C.[CH3:8][O:9][C:10]1[CH:11]=[C:12]([CH:15]=[CH:16][C:17]=1[N:18]1[CH:22]=[C:21]([CH3:23])[N:20]=[CH:19]1)[CH2:13][NH2:14].C1([O:30][C:31](=O)[NH:32][C@H:33]([C:35]2[CH:40]=[CH:39][C:38]([F:41])=[CH:37][CH:36]=2)[CH3:34])C=CC=CC=1.O, predict the reaction product. The product is: [F:41][C:38]1[CH:37]=[CH:36][C:35]([C@@H:33]([NH:32][C:31]([NH:14][CH2:13][C:12]2[CH:15]=[CH:16][C:17]([N:18]3[CH:22]=[C:21]([CH3:23])[N:20]=[CH:19]3)=[C:10]([O:9][CH3:8])[CH:11]=2)=[O:30])[CH3:34])=[CH:40][CH:39]=1. (2) Given the reactants Cl[C:2]1[N:7]=[C:6]([NH:8][CH:9]2[CH2:14][C:13]([CH3:16])([CH3:15])[N:12]([CH3:17])[C:11]([CH3:19])([CH3:18])[CH2:10]2)[C:5]([F:20])=[CH:4][N:3]=1.[F:21][C:22]([F:42])([F:41])[C:23]([CH3:40])([O:25][C:26]1[CH:31]=[CH:30][C:29]([NH2:32])=[CH:28][C:27]=1[N:33]1[C:37](=[O:38])[N:36]([CH3:39])[N:35]=[N:34]1)[CH3:24].O.C1(C)C=CC(S(O)(=O)=O)=CC=1, predict the reaction product. The product is: [F:42][C:22]([F:21])([F:41])[C:23]([CH3:24])([O:25][C:26]1[CH:31]=[CH:30][C:29]([NH:32][C:2]2[N:7]=[C:6]([NH:8][CH:9]3[CH2:14][C:13]([CH3:16])([CH3:15])[N:12]([CH3:17])[C:11]([CH3:19])([CH3:18])[CH2:10]3)[C:5]([F:20])=[CH:4][N:3]=2)=[CH:28][C:27]=1[N:33]1[C:37](=[O:38])[N:36]([CH3:39])[N:35]=[N:34]1)[CH3:40]. (3) Given the reactants [CH2:1]([O:8][C:9](=[O:29])[C@@H:10]([N:16]1[C:28]2[CH:27]=[CH:26][CH:25]=[CH:24][C:23]=2[C:22]2[C:17]1=[CH:18][CH:19]=[CH:20][CH:21]=2)[CH2:11][CH2:12][C:13]([OH:15])=[O:14])[C:2]1[CH:7]=[CH:6][CH:5]=[CH:4][CH:3]=1.C1CCC(N=C=NC2CCCCC2)CC1.[CH2:45](O)[CH2:46][OH:47], predict the reaction product. The product is: [CH:27]1[C:28]2[N:16]([C@@H:10]([CH2:11][CH2:12][C:13]([O:15][CH2:45][CH2:46][OH:47])=[O:14])[C:9]([O:8][CH2:1][C:2]3[CH:7]=[CH:6][CH:5]=[CH:4][CH:3]=3)=[O:29])[C:17]3[C:22](=[CH:21][CH:20]=[CH:19][CH:18]=3)[C:23]=2[CH:24]=[CH:25][CH:26]=1. (4) Given the reactants [CH3:1][C:2]([C:4]1[C:12]2[C:7](=[CH:8][CH:9]=[CH:10][CH:11]=2)[S:6][CH:5]=1)=O.C(O)=O.[CH:16]([NH2:18])=[O:17], predict the reaction product. The product is: [S:6]1[CH:5]=[C:4]([CH:2]([NH:18][CH:16]=[O:17])[CH3:1])[C:12]2[CH:11]=[CH:10][CH:9]=[CH:8][C:7]1=2. (5) Given the reactants [Cl-].[Al+3].[Cl-].[Cl-].[Cl:5][CH2:6][C:7](Cl)=[O:8].[Cl:10][C:11]1[CH:20]=[CH:19][C:14]2[NH:15][C:16](=[O:18])[NH:17][C:13]=2[CH:12]=1, predict the reaction product. The product is: [Cl:10][C:11]1[C:20]([C:7](=[O:8])[CH2:6][Cl:5])=[CH:19][C:14]2[NH:15][C:16](=[O:18])[NH:17][C:13]=2[CH:12]=1. (6) Given the reactants Br[C:2]1[CH:7]=[CH:6][C:5]([CH2:8][O:9][CH2:10][CH2:11][CH2:12][CH3:13])=[CH:4][CH:3]=1.C([Li])CCC.CN(C)[CH:21]=[O:22], predict the reaction product. The product is: [CH2:10]([O:9][CH2:8][C:5]1[CH:6]=[CH:7][C:2]([CH:21]=[O:22])=[CH:3][CH:4]=1)[CH2:11][CH2:12][CH3:13].